Dataset: Forward reaction prediction with 1.9M reactions from USPTO patents (1976-2016). Task: Predict the product of the given reaction. (1) Given the reactants [NH2:1][C:2](=[N:29]O)[C:3]1[CH:24]=[C:23]([O:25][CH3:26])[C:6]([CH2:7][N:8]([C:16]([O:18][C:19]([CH3:22])([CH3:21])[CH3:20])=[O:17])[C:9]([O:11][C:12]([CH3:15])([CH3:14])[CH3:13])=[O:10])=[C:5]([O:27][CH3:28])[CH:4]=1.C(OC(=O)C)(=O)C, predict the reaction product. The product is: [NH2:29][C:2](=[NH:1])[C:3]1[CH:24]=[C:23]([O:25][CH3:26])[C:6]([CH2:7][N:8]([C:9]([O:11][C:12]([CH3:13])([CH3:14])[CH3:15])=[O:10])[C:16]([O:18][C:19]([CH3:22])([CH3:21])[CH3:20])=[O:17])=[C:5]([O:27][CH3:28])[CH:4]=1. (2) Given the reactants C([O:3][C:4]([C:6]1[N:14]2[C:9]([CH:10]=[CH:11][CH:12]=[CH:13]2)=[C:8]([C:15]#[N:16])[C:7]=1[CH3:17])=[O:5])C.[OH-].[Na+], predict the reaction product. The product is: [C:15]([C:8]1[C:7]([CH3:17])=[C:6]([C:4]([OH:5])=[O:3])[N:14]2[C:9]=1[CH:10]=[CH:11][CH:12]=[CH:13]2)#[N:16]. (3) Given the reactants [CH2:1]([O:3][P:4]([C:9]1[CH:14]=[CH:13][C:12]([O:15][CH3:16])=[C:11]([NH2:17])[CH:10]=1)(=[O:8])[O:5][CH2:6][CH3:7])[CH3:2].C(OC1C=CC(C(N)=O)=CC=1N=[C:32]=[S:33])(C)C, predict the reaction product. The product is: [CH2:6]([O:5][P:4]([C:9]1[CH:14]=[CH:13][C:12]([O:15][CH3:16])=[C:11]([N:17]=[C:32]=[S:33])[CH:10]=1)(=[O:8])[O:3][CH2:1][CH3:2])[CH3:7]. (4) Given the reactants [CH3:1][O:2][C:3]1[CH:8]=[CH:7][N:6]2[CH:9]=[CH:10][N:11]=[C:5]2[CH:4]=1.C([O-])(=O)C.[Na+].[Br:17]Br.C(=O)([O-])O.[Na+], predict the reaction product. The product is: [Br:17][C:9]1[N:6]2[CH:7]=[CH:8][C:3]([O:2][CH3:1])=[CH:4][C:5]2=[N:11][CH:10]=1. (5) The product is: [CH2:1]([O:8][C:9](=[O:18])[NH:10][CH2:11][CH:12]1[CH2:13][CH2:14][N:15]([CH2:27][CH2:28][CH2:29][N:30]2[CH:34]=[CH:33][N:32]=[N:31]2)[CH2:16][CH2:17]1)[C:2]1[CH:7]=[CH:6][CH:5]=[CH:4][CH:3]=1. Given the reactants [CH2:1]([O:8][C:9](=[O:18])[NH:10][CH2:11][CH:12]1[CH2:17][CH2:16][NH:15][CH2:14][CH2:13]1)[C:2]1[CH:7]=[CH:6][CH:5]=[CH:4][CH:3]=1.[I-].[K+].C(=O)([O-])[O-].[Ca+2].Cl[CH2:27][CH2:28][CH2:29][N:30]1[CH:34]=[CH:33][N:32]=[N:31]1.S([O-])([O-])(=O)=S.[Na+].[Na+], predict the reaction product. (6) Given the reactants [NH2:1][C:2]1[N:3]=[C:4]([CH3:19])[C:5]2[CH:11]=[C:10](Br)[C:9](=[O:13])[N:8]([N:14]3[CH2:18][CH2:17][CH2:16][CH2:15]3)[C:6]=2[N:7]=1.CC1(C)C(C)(C)OB([C:28]2[CH:29]=[N:30][N:31](C(OC(C)(C)C)=O)[CH:32]=2)O1.C(=O)([O-])[O-].[K+].[K+].O, predict the reaction product. The product is: [NH2:1][C:2]1[N:3]=[C:4]([CH3:19])[C:5]2[CH:11]=[C:10]([C:28]3[CH:29]=[N:30][NH:31][CH:32]=3)[C:9](=[O:13])[N:8]([N:14]3[CH2:18][CH2:17][CH2:16][CH2:15]3)[C:6]=2[N:7]=1. (7) Given the reactants [CH2:1]([N:3]1[C:7]2[C:8]([NH2:12])=[CH:9][CH:10]=[CH:11][C:6]=2[N:5]=[C:4]1[CH3:13])[CH3:2].[N:14]([C:17]1[CH:22]=[C:21]([S:23]([CH3:26])(=[O:25])=[O:24])[CH:20]=[CH:19][C:18]=1[O:27][CH3:28])=[C:15]=[S:16].CC1N(C)C2C(NC(=S)NC3C=C(S(N)(=O)=O)C=CC=3OC(C)C)=CC=CC=2N=1, predict the reaction product. The product is: [CH2:1]([N:3]1[C:7]2[C:8]([NH:12][C:15]([NH:14][C:17]3[CH:22]=[C:21]([S:23]([CH3:26])(=[O:24])=[O:25])[CH:20]=[CH:19][C:18]=3[O:27][CH3:28])=[S:16])=[CH:9][CH:10]=[CH:11][C:6]=2[N:5]=[C:4]1[CH3:13])[CH3:2]. (8) Given the reactants [CH2:1]([C@@H:8]([CH2:12][CH2:13][C@H:14]([CH2:34][C:35]1[CH:40]=[CH:39][CH:38]=[CH:37][CH:36]=1)[C:15]([NH:17][C@H:18]1[CH2:24][CH2:23][S:22][C@H:21]2[CH2:25][CH2:26][CH2:27][C@@H:28]([C:29]([O:31][CH3:32])=[O:30])[N:20]2[C:19]1=[O:33])=[O:16])[C:9](O)=[O:10])[C:2]1[CH:7]=[CH:6][CH:5]=[CH:4][CH:3]=1.[NH2:41][C@H:42]1[CH2:48][CH:47]=[CH:46][CH2:45][N:44]([CH2:49][C:50]2[CH:55]=[CH:54][CH:53]=[CH:52][CH:51]=2)[C:43]1=[O:56], predict the reaction product. The product is: [CH2:34]([C@@H:14]([CH2:13][CH2:12][C@H:8]([CH2:1][C:2]1[CH:3]=[CH:4][CH:5]=[CH:6][CH:7]=1)[C:9]([NH:41][C@H:42]1[CH2:48][CH:47]=[CH:46][CH2:45][N:44]([CH2:49][C:50]2[CH:55]=[CH:54][CH:53]=[CH:52][CH:51]=2)[C:43]1=[O:56])=[O:10])[C:15]([NH:17][C@H:18]1[CH2:24][CH2:23][S:22][C@H:21]2[CH2:25][CH2:26][CH2:27][C@@H:28]([C:29]([O:31][CH3:32])=[O:30])[N:20]2[C:19]1=[O:33])=[O:16])[C:35]1[CH:40]=[CH:39][CH:38]=[CH:37][CH:36]=1. (9) Given the reactants [Br:1][CH2:2][C:3]([C:8]1[CH:13]=[CH:12][C:11](Cl)=[CH:10][C:9]=1[Cl:15])([O:6][CH3:7])[O:4][CH3:5].BrCC(C1C=CC=CC=1Cl)=O.BrCC(C1C=CC(Cl)=CC=1Cl)=O, predict the reaction product. The product is: [Br:1][CH2:2][C:3]([C:8]1[CH:13]=[CH:12][CH:11]=[CH:10][C:9]=1[Cl:15])([O:4][CH3:5])[O:6][CH3:7]. (10) The product is: [Br:23][C:10]1[O:9][C:8]([C:5]2[CH:4]=[CH:3][C:2]([F:1])=[CH:7][CH:6]=2)=[N:12][C:11]=1[C@@H:13]1[CH2:18][CH2:17][CH2:16][CH2:15][C@H:14]1[C:19]([O:21][CH3:22])=[O:20]. Given the reactants [F:1][C:2]1[CH:7]=[CH:6][C:5]([C:8]2[O:9][CH:10]=[C:11]([C@@H:13]3[CH2:18][CH2:17][CH2:16][CH2:15][C@H:14]3[C:19]([O:21][CH3:22])=[O:20])[N:12]=2)=[CH:4][CH:3]=1.[Br:23]Br.[O-]S([O-])=O.[Na+].[Na+], predict the reaction product.